The task is: Predict the reaction yield, written as a fraction of the theoretical maximum amount of product (1.0 means a 100% yield; for example, 0.34 means a 34% yield).. This data is from Reaction yield outcomes from USPTO patents with 853,638 reactions. (1) The reactants are [CH3:1]O.S(=O)(=O)(O)O.[OH:8][C:9]1[CH:10]=[C:11]2[C:16](=[CH:17][CH:18]=1)[CH:15]=[C:14]([CH:19]([CH3:23])[C:20]([OH:22])=[O:21])[CH:13]=[CH:12]2. The catalyst is CCCCCC. The product is [CH3:1][O:21][C:20](=[O:22])[CH:19]([C:14]1[CH:13]=[CH:12][C:11]2[C:16](=[CH:17][CH:18]=[C:9]([OH:8])[CH:10]=2)[CH:15]=1)[CH3:23]. The yield is 0.895. (2) The reactants are [CH2:1]([C:5]1[N:10]2[N:11]=[CH:12][N:13]=[C:9]2[N:8]([CH:14]2[CH2:19][CH2:18][CH:17]([OH:20])[CH2:16][CH2:15]2)[C:7](=[O:21])[C:6]=1[CH2:22][C:23]1[CH:28]=[CH:27][C:26]([C:29]2[C:30]([C:35]#[N:36])=[CH:31][CH:32]=[CH:33][CH:34]=2)=[CH:25][CH:24]=1)[CH2:2][CH2:3][CH3:4].[N+](=CC(OCC)=[O:41])=[N-].[C:45]1([CH3:51])[CH:50]=CC=C[CH:46]=1. The catalyst is C([O-])(=O)C.[Rh+]. The product is [CH2:1]([C:5]1[N:10]2[N:11]=[CH:12][N:13]=[C:9]2[N:8]([C@H:14]2[CH2:19][CH2:18][C@H:17]([O:20][CH2:46][C:45]([OH:41])([CH3:51])[CH3:50])[CH2:16][CH2:15]2)[C:7](=[O:21])[C:6]=1[CH2:22][C:23]1[CH:28]=[CH:27][C:26]([C:29]2[C:30]([C:35]#[N:36])=[CH:31][CH:32]=[CH:33][CH:34]=2)=[CH:25][CH:24]=1)[CH2:2][CH2:3][CH3:4]. The yield is 0.310. (3) The reactants are [N:1]1([CH2:7][CH2:8][N:9]2[C:13](=[O:14])[C:12]34[CH2:30][N:29](S(C5C=CC=CC=5[N+]([O-])=O)(=O)=O)[CH2:28][C@H:15]3[CH2:16][C@@H:17]([C:18]3[CH:19]=[N:20][C:21]5[C:26]([CH:27]=3)=[CH:25][CH:24]=[CH:23][CH:22]=5)[N:11]4[C:10]2=[O:43])[CH2:6][CH2:5][O:4][CH2:3][CH2:2]1.[S-]C1C=CC=CC=1.[Na+]. The catalyst is CN(C=O)C. The product is [N:1]1([CH2:7][CH2:8][N:9]2[C:13](=[O:14])[C:12]34[CH2:30][NH:29][CH2:28][C@H:15]3[CH2:16][C@@H:17]([C:18]3[CH:19]=[N:20][C:21]5[C:26]([CH:27]=3)=[CH:25][CH:24]=[CH:23][CH:22]=5)[N:11]4[C:10]2=[O:43])[CH2:2][CH2:3][O:4][CH2:5][CH2:6]1. The yield is 0.680. (4) The reactants are [CH3:1][N:2]1[CH:6]=[C:5]([C:7]2[CH:8]=[N:9][C:10]3[C:15]([N:16]=2)=[CH:14][C:13]([C:17]2[CH:18]=[C:19]([NH2:23])[CH:20]=[N:21][CH:22]=2)=[CH:12][CH:11]=3)[CH:4]=[N:3]1.[C:24]([C:26]1[CH:31]=[CH:30][C:29]([S:32](Cl)(=[O:34])=[O:33])=[CH:28][CH:27]=1)#[N:25]. The catalyst is N1C=CC=CC=1. The product is [C:24]([C:26]1[CH:27]=[CH:28][C:29]([S:32]([NH:23][C:19]2[CH:20]=[N:21][CH:22]=[C:17]([C:13]3[CH:14]=[C:15]4[C:10](=[CH:11][CH:12]=3)[N:9]=[CH:8][C:7]([C:5]3[CH:4]=[N:3][N:2]([CH3:1])[CH:6]=3)=[N:16]4)[CH:18]=2)(=[O:34])=[O:33])=[CH:30][CH:31]=1)#[N:25]. The yield is 0.670. (5) The reactants are [Cl:1][C:2]1[CH:3]=[C:4]2[C:8](=[CH:9][CH:10]=1)[NH:7][C:6]([C:11](N(OC)C)=[O:12])=[CH:5]2.[CH2:17]([Li])[CH2:18][CH2:19][CH2:20][CH2:21][CH3:22].Cl. The catalyst is O1CCCC1.CCCCCC. The product is [Cl:1][C:2]1[CH:3]=[C:4]2[C:8](=[CH:9][CH:10]=1)[NH:7][C:6]([C:11](=[O:12])[CH2:17][CH2:18][CH2:19][CH2:20][CH2:21][CH3:22])=[CH:5]2. The yield is 0.680. (6) The reactants are [F:1][C:2]1[CH:23]=[CH:22][C:5]([O:6][C:7]2[CH:12]=[CH:11][C:10]([C:13]3[O:14][CH2:15][CH:16]([C:18](OC)=[O:19])[N:17]=3)=[CH:9][CH:8]=2)=[CH:4][CH:3]=1.COC(=O)[C@H](CO)[NH:28]C(=O)C1C=CC(OC2C=CC(F)=CC=2)=CC=1.C1(P(C2C=CC=CC=2)C2C=CC=CC=2)C=CC=CC=1.C(N(C(C)C)CC)(C)C.C(Cl)(Cl)(Cl)Cl. The yield is 0.890. The product is [F:1][C:2]1[CH:23]=[CH:22][C:5]([O:6][C:7]2[CH:12]=[CH:11][C:10]([C:13]3[O:14][CH:15]=[C:16]([C:18]([NH2:28])=[O:19])[N:17]=3)=[CH:9][CH:8]=2)=[CH:4][CH:3]=1. The catalyst is C(#N)C. (7) The reactants are [OH:1][CH:2]([C@@H:14]([NH:19][C:20](=[O:35])[O:21][CH2:22][C:23]1([CH2:27][S:28][C:29]2[N:34]=[CH:33][CH:32]=[CH:31][N:30]=2)[CH2:26][CH2:25][CH2:24]1)[CH2:15][CH2:16][CH2:17][CH3:18])[C:3](=[O:13])[NH:4][C@@H:5]([C:7]1[CH:12]=[CH:11][CH:10]=[CH:9][CH:8]=1)[CH3:6].C(=O)(O)[O-].[Na+].CC(OI1(OC(C)=O)(OC(C)=O)OC(=O)C2C=CC=CC1=2)=O. The catalyst is ClCCl. The product is [O:13]=[C:3]([NH:4][C@@H:5]([C:7]1[CH:12]=[CH:11][CH:10]=[CH:9][CH:8]=1)[CH3:6])[C:2]([C@@H:14]([NH:19][C:20](=[O:35])[O:21][CH2:22][C:23]1([CH2:27][S:28][C:29]2[N:34]=[CH:33][CH:32]=[CH:31][N:30]=2)[CH2:24][CH2:25][CH2:26]1)[CH2:15][CH2:16][CH2:17][CH3:18])=[O:1]. The yield is 0.700. (8) The reactants are Cl.[CH3:2][NH:3][O:4][CH3:5].[CH2:6]([O:10][C:11]1[CH:15]=[C:14]([C:16]([OH:18])=O)[N:13]([CH2:19][C:20]2[CH:25]=[CH:24][C:23]([C:26]([F:29])([F:28])[F:27])=[CH:22][CH:21]=2)[N:12]=1)[CH2:7][CH2:8][CH3:9].Cl.C(N=C=NCCCN(C)C)C.O.ON1C2C=CC=CC=2N=N1. The catalyst is O.CN(C)C=O.C(N(CC)CC)C. The product is [CH2:6]([O:10][C:11]1[CH:15]=[C:14]([C:16]([N:3]([O:4][CH3:5])[CH3:2])=[O:18])[N:13]([CH2:19][C:20]2[CH:21]=[CH:22][C:23]([C:26]([F:27])([F:28])[F:29])=[CH:24][CH:25]=2)[N:12]=1)[CH2:7][CH2:8][CH3:9]. The yield is 0.810.